From a dataset of Forward reaction prediction with 1.9M reactions from USPTO patents (1976-2016). Predict the product of the given reaction. (1) Given the reactants [Br:1][C:2]1[N:7]=[CH:6][C:5]2[CH:8]=[C:9]([C:15]3[CH:16]=[N:17][N:18]([CH:20]([F:22])[F:21])[CH:19]=3)[N:10](S(C)(=O)=O)[C:4]=2[CH:3]=1.[OH-].[Na+].C(N(CC)CC)C.[C:32](O[C:32]([O:34][C:35]([CH3:38])([CH3:37])[CH3:36])=[O:33])([O:34][C:35]([CH3:38])([CH3:37])[CH3:36])=[O:33], predict the reaction product. The product is: [Br:1][C:2]1[N:7]=[CH:6][C:5]2[CH:8]=[C:9]([C:15]3[CH:16]=[N:17][N:18]([CH:20]([F:22])[F:21])[CH:19]=3)[N:10]([C:32]([O:34][C:35]([CH3:38])([CH3:37])[CH3:36])=[O:33])[C:4]=2[CH:3]=1. (2) Given the reactants [P:1]([O:19][CH2:20][CH2:21][C:22]([CH3:27])([CH3:26])[C:23](Cl)=[O:24])([O:11][CH2:12][C:13]1[CH:18]=[CH:17][CH:16]=[CH:15][CH:14]=1)([O:3][CH2:4][C:5]1[CH:10]=[CH:9][CH:8]=[CH:7][CH:6]=1)=[O:2].[CH2:28]([C@H:35]([NH:60][C:61](=[O:73])[C@@H:62]([N:66]1[CH2:71][CH2:70][CH2:69][NH:68][C:67]1=[O:72])[CH:63]([CH3:65])[CH3:64])[CH2:36][C@H:37]([OH:59])[C@@H:38]([NH:46][C:47](=[O:58])[CH2:48][O:49][C:50]1[C:55]([CH3:56])=[CH:54][CH:53]=[CH:52][C:51]=1[CH3:57])[CH2:39][C:40]1[CH:45]=[CH:44][CH:43]=[CH:42][CH:41]=1)[C:29]1[CH:34]=[CH:33][CH:32]=[CH:31][CH:30]=1, predict the reaction product. The product is: [CH2:4]([O:3][P:1]([O:19][CH2:20][CH2:21][C:22]([CH3:27])([CH3:26])[C:23]([O:59][C@H:37]([C@@H:38]([NH:46][C:47](=[O:58])[CH2:48][O:49][C:50]1[C:55]([CH3:56])=[CH:54][CH:53]=[CH:52][C:51]=1[CH3:57])[CH2:39][C:40]1[CH:45]=[CH:44][CH:43]=[CH:42][CH:41]=1)[CH2:36][C@@H:35]([NH:60][C:61](=[O:73])[C@@H:62]([N:66]1[CH2:71][CH2:70][CH2:69][NH:68][C:67]1=[O:72])[CH:63]([CH3:64])[CH3:65])[CH2:28][C:29]1[CH:34]=[CH:33][CH:32]=[CH:31][CH:30]=1)=[O:24])([O:11][CH2:12][C:13]1[CH:18]=[CH:17][CH:16]=[CH:15][CH:14]=1)=[O:2])[C:5]1[CH:10]=[CH:9][CH:8]=[CH:7][CH:6]=1. (3) The product is: [CH2:26]([O:25][C:21]1[CH:22]=[C:23]([F:24])[C:18]([CH2:17][N:10]2[C:11]3[C:16](=[CH:15][CH:14]=[CH:13][CH:12]=3)[C:8]([C:4]3[CH:3]=[C:2]([NH:38][C:36]4[CH:35]=[N:34][N:33]([CH2:32][O:31][CH2:29][CH3:30])[CH:37]=4)[CH:7]=[CH:6][N:5]=3)=[N:9]2)=[C:19]([F:28])[CH:20]=1)[CH3:27]. Given the reactants Cl[C:2]1[CH:7]=[CH:6][N:5]=[C:4]([C:8]2[C:16]3[C:11](=[CH:12][CH:13]=[CH:14][CH:15]=3)[N:10]([CH2:17][C:18]3[C:23]([F:24])=[CH:22][C:21]([O:25][CH2:26][CH3:27])=[CH:20][C:19]=3[F:28])[N:9]=2)[CH:3]=1.[CH2:29]([O:31][CH2:32][N:33]1[CH:37]=[C:36]([NH2:38])[CH:35]=[N:34]1)[CH3:30].C1C=CC(P(C2C=CC3C(=CC=CC=3)C=2C2C3C(=CC=CC=3)C=CC=2P(C2C=CC=CC=2)C2C=CC=CC=2)C2C=CC=CC=2)=CC=1.O, predict the reaction product. (4) Given the reactants [Br:1][C:2]1[CH:7]=[CH:6][C:5]([S:8](Cl)(=[O:10])=[O:9])=[CH:4][CH:3]=1.[CH2:12]([NH2:14])[CH3:13], predict the reaction product. The product is: [Br:1][C:2]1[CH:7]=[CH:6][C:5]([S:8]([NH:14][CH2:12][CH3:13])(=[O:10])=[O:9])=[CH:4][CH:3]=1. (5) Given the reactants Br[C:2]1[CH:3]=[C:4]([Cl:9])[C:5]([Cl:8])=[N:6][CH:7]=1.[Cl-].[C:11]([O:15][C:16](=[O:19])[CH2:17][Zn+])([CH3:14])([CH3:13])[CH3:12].CCOCC, predict the reaction product. The product is: [Cl:9][C:4]1[CH:3]=[C:2]([CH2:17][C:16]([O:15][C:11]([CH3:14])([CH3:13])[CH3:12])=[O:19])[CH:7]=[N:6][C:5]=1[Cl:8]. (6) Given the reactants C[O:2][C:3](=[O:22])[C:4]1[CH:9]=[CH:8][C:7]([Cl:10])=[C:6]([O:11][CH2:12][CH2:13][C:14]2[CH:19]=[CH:18][C:17]([Cl:20])=[CH:16][C:15]=2[Cl:21])[CH:5]=1.O.[OH-].[Na+].Cl, predict the reaction product. The product is: [Cl:10][C:7]1[CH:8]=[CH:9][C:4]([C:3]([OH:22])=[O:2])=[CH:5][C:6]=1[O:11][CH2:12][CH2:13][C:14]1[CH:19]=[CH:18][C:17]([Cl:20])=[CH:16][C:15]=1[Cl:21].